Dataset: Peptide-MHC class II binding affinity with 134,281 pairs from IEDB. Task: Regression. Given a peptide amino acid sequence and an MHC pseudo amino acid sequence, predict their binding affinity value. This is MHC class II binding data. (1) The MHC is DRB1_0901 with pseudo-sequence DRB1_0901. The peptide sequence is MRKLAILSVSSFLFV. The binding affinity (normalized) is 0.395. (2) The peptide sequence is PSVIPAARLFKAFIL. The MHC is HLA-DPA10103-DPB10401 with pseudo-sequence HLA-DPA10103-DPB10401. The binding affinity (normalized) is 0.178. (3) The peptide sequence is AFKVAATAYNAAPAN. The MHC is HLA-DPA10103-DPB10301 with pseudo-sequence HLA-DPA10103-DPB10301. The binding affinity (normalized) is 0.591. (4) The peptide sequence is GELQIVDKIDAAKKI. The MHC is DRB1_0404 with pseudo-sequence DRB1_0404. The binding affinity (normalized) is 0.606.